From a dataset of Catalyst prediction with 721,799 reactions and 888 catalyst types from USPTO. Predict which catalyst facilitates the given reaction. (1) Reactant: C(N(CC)CC)C.ClC(OCC(C)C)=O.[C:16]([O:20][C:21]([N:23]1[CH2:28][CH2:27][N:26]([C:29]([O:31][C:32]([CH3:35])([CH3:34])[CH3:33])=[O:30])[CH2:25][CH:24]1[C:36](O)=[O:37])=[O:22])([CH3:19])([CH3:18])[CH3:17]. Product: [C:16]([O:20][C:21]([N:23]1[CH2:28][CH2:27][N:26]([C:29]([O:31][C:32]([CH3:35])([CH3:34])[CH3:33])=[O:30])[CH2:25][CH:24]1[CH2:36][OH:37])=[O:22])([CH3:19])([CH3:18])[CH3:17]. The catalyst class is: 7. (2) Reactant: [CH3:1][O:2][C:3](=[O:17])[CH2:4][C:5]1[C:6]([F:16])=[C:7]2[C:12](=[CH:13][C:14]=1[F:15])[N:11]=[CH:10][CH:9]=[CH:8]2.[Br:18]Br.N1C=CC=CC=1. Product: [CH3:1][O:2][C:3](=[O:17])[CH2:4][C:5]1[C:6]([F:16])=[C:7]2[C:12](=[CH:13][C:14]=1[F:15])[N:11]=[CH:10][C:9]([Br:18])=[CH:8]2. The catalyst class is: 53.